From a dataset of Catalyst prediction with 721,799 reactions and 888 catalyst types from USPTO. Predict which catalyst facilitates the given reaction. (1) Reactant: C(N(CC)CC)C.Cl.[NH2:9][C@@H:10]1[CH2:15][CH2:14][C@H:13]([C:16]([O:18][CH3:19])=[O:17])[CH2:12][CH2:11]1.[CH3:20][C:21]([S:24](Cl)=[O:25])([CH3:23])[CH3:22].Cl. Product: [CH3:20][C:21]([S:24]([NH:9][C@@H:10]1[CH2:11][CH2:12][C@H:13]([C:16]([O:18][CH3:19])=[O:17])[CH2:14][CH2:15]1)=[O:25])([CH3:23])[CH3:22]. The catalyst class is: 13. (2) Reactant: [C:1]([C:5]1[CH:10]=[CH:9][C:8]([C:11]2[S:12][CH:13]=[C:14]([C:17]([CH3:19])=[O:18])[C:15]=2[OH:16])=[CH:7][CH:6]=1)([CH3:4])([CH3:3])[CH3:2].C(N(CC)CC)C.[C:27](Cl)(=[O:29])[CH3:28]. Product: [C:17]([C:14]1[C:15]([O:16][C:27](=[O:29])[CH3:28])=[C:11]([C:8]2[CH:7]=[CH:6][C:5]([C:1]([CH3:4])([CH3:2])[CH3:3])=[CH:10][CH:9]=2)[S:12][CH:13]=1)(=[O:18])[CH3:19]. The catalyst class is: 1. (3) The catalyst class is: 14. Product: [C:1]([C:3]1[N:4]=[C:5]([C:21]([OH:23])=[O:22])[C:6]2[C:11]([C:12]=1[C:13]1[CH:18]=[CH:17][CH:16]=[CH:15][N:14]=1)=[CH:10][C:9]([O:19][CH3:20])=[CH:8][CH:7]=2)#[N:2]. Reactant: [C:1]([C:3]1[N:4]=[C:5]([C:21]([O:23]C)=[O:22])[C:6]2[C:11]([C:12]=1[C:13]1[CH:18]=[CH:17][CH:16]=[CH:15][N:14]=1)=[CH:10][C:9]([O:19][CH3:20])=[CH:8][CH:7]=2)#[N:2].[OH-].[Na+].O.Cl. (4) Reactant: [F:1][C:2]1[CH:3]=[C:4]([OH:14])[CH:5]=[C:6]([F:13])[C:7]=1[O:8][C:9]([F:12])([F:11])[F:10].[C:15](=O)([O-])[O-].[K+].[K+].CI. Product: [F:1][C:2]1[CH:3]=[C:4]([O:14][CH3:15])[CH:5]=[C:6]([F:13])[C:7]=1[O:8][C:9]([F:11])([F:12])[F:10]. The catalyst class is: 21. (5) Reactant: [Cl:1][C:2]1[CH:3]=[C:4]([CH2:22][C:23]([O:25][CH3:26])=[O:24])[CH:5]=[CH:6][C:7]=1[O:8][C:9]1[CH:18]=[CH:17][C:12]2[NH:13][C:14]([CH3:16])=[N:15][C:11]=2[C:10]=1[N+:19]([O-])=O.O.O.[Sn](Cl)(Cl)(Cl)Cl. Product: [NH2:19][C:10]1[C:11]2[N:15]=[C:14]([CH3:16])[NH:13][C:12]=2[CH:17]=[CH:18][C:9]=1[O:8][C:7]1[CH:6]=[CH:5][C:4]([CH2:22][C:23]([O:25][CH3:26])=[O:24])=[CH:3][C:2]=1[Cl:1]. The catalyst class is: 13. (6) The catalyst class is: 77. Reactant: C([O:4][C@@H:5]1[C@@H:13]([C@@H:14]([OH:19])[C:15]([F:18])([F:17])[F:16])[O:12][C@H:11]2[C@H:7]([N:8]=[C:9]([N:20]([CH3:28])[C:21](=[O:27])[O:22][C:23]([CH3:26])([CH3:25])[CH3:24])[S:10]2)[C@H:6]1[O:29]CC=C)C=C.CCN(CC)CC.C(O)=O. Product: [OH:4][C@@H:5]1[C@@H:13]([C@@H:14]([OH:19])[C:15]([F:16])([F:18])[F:17])[O:12][C@H:11]2[C@H:7]([N:8]=[C:9]([N:20]([CH3:28])[C:21](=[O:27])[O:22][C:23]([CH3:25])([CH3:26])[CH3:24])[S:10]2)[C@H:6]1[OH:29]. (7) Reactant: [CH2:1]([O:3][CH2:4][CH2:5][OH:6])[CH3:2].CC(OC(/N=N/C(OC(C)C)=O)=O)C.C1C=CC(P(C2C=CC=CC=2)C2C=CC=CC=2)=CC=1.[F:40][C:41]1[CH:46]=[C:45](O)[CH:44]=[C:43]([F:48])[C:42]=1[C:49]1[N:54]=[C:53]([C:55]([O:57][CH3:58])=[O:56])[CH:52]=[CH:51][C:50]=1[F:59]. Product: [CH2:1]([O:3][CH2:4][CH2:5][O:6][C:45]1[CH:44]=[C:43]([F:48])[C:42]([C:49]2[N:54]=[C:53]([C:55]([O:57][CH3:58])=[O:56])[CH:52]=[CH:51][C:50]=2[F:59])=[C:41]([F:40])[CH:46]=1)[CH3:2]. The catalyst class is: 1. (8) Reactant: [CH2:1]([N:3]1[C:11]2[C:6](=[CH:7][C:8]([C:12](=O)[CH2:13][C:14]([O:16]CC)=O)=[CH:9][CH:10]=2)[CH:5]=[N:4]1)[CH3:2].CC1C=CC(S(O)(=O)=O)=CC=1.[O:31]1[C:35]2[CH:36]=[CH:37][CH:38]=[CH:39][C:34]=2[N:33]=[C:32]1[C:40]1[CH:41]=[N:42][NH:43][C:44]=1[NH2:45]. Product: [O:31]1[C:35]2[CH:36]=[CH:37][CH:38]=[CH:39][C:34]=2[N:33]=[C:32]1[C:40]1[CH:41]=[N:42][N:43]2[C:14](=[O:16])[CH:13]=[C:12]([C:8]3[CH:7]=[C:6]4[C:11](=[CH:10][CH:9]=3)[N:3]([CH2:1][CH3:2])[N:4]=[CH:5]4)[NH:45][C:44]=12. The catalyst class is: 400. (9) Reactant: C(Cl)(=O)C.[Cl:5][C:6]1[CH:7]=[N:8][CH:9]=[C:10]([Cl:46])[C:11]=1[C@H:12]([O:14][C:15]1[CH:16]=[C:17]2[C:21](=[CH:22][CH:23]=1)[N:20](C1CCCCO1)[N:19]=[C:18]2/[CH:30]=[CH:31]/[C:32]1[CH:33]=[N:34][N:35]([CH2:37][CH2:38][O:39]C2CCCCO2)[CH:36]=1)[CH3:13]. Product: [Cl:46][C:10]1[CH:9]=[N:8][CH:7]=[C:6]([Cl:5])[C:11]=1[C@H:12]([O:14][C:15]1[CH:16]=[C:17]2[C:21](=[CH:22][CH:23]=1)[NH:20][N:19]=[C:18]2/[CH:30]=[CH:31]/[C:32]1[CH:33]=[N:34][N:35]([CH2:37][CH2:38][OH:39])[CH:36]=1)[CH3:13]. The catalyst class is: 5. (10) Reactant: [C:1](O)(=[O:7])[CH2:2][CH2:3][CH2:4][CH:5]=[CH2:6].CCN(C(C)C)C(C)C.CN(C(ON1N=NC2C=CC=CC1=2)=[N+](C)C)C.[B-](F)(F)(F)F.Cl.[NH2:41][C@H:42]([C:47]([O:49][CH:50]1[CH2:54][CH2:53][CH2:52][CH2:51]1)=[O:48])[CH2:43][CH:44]([CH3:46])[CH3:45]. Product: [C:1]([NH:41][C@H:42]([C:47]([O:49][CH:50]1[CH2:51][CH2:52][CH2:53][CH2:54]1)=[O:48])[CH2:43][CH:44]([CH3:46])[CH3:45])(=[O:7])[CH2:2][CH2:3][CH2:4][CH:5]=[CH2:6]. The catalyst class is: 2.